Dataset: Forward reaction prediction with 1.9M reactions from USPTO patents (1976-2016). Task: Predict the product of the given reaction. (1) Given the reactants [NH:1](C(OC(C)(C)C)=O)[C@H:2]([C:18]([NH:20][C@H:21]([C:26]([NH:28][C@H](C(OC)=O)COCC1C=CC=CC=1)=[O:27])[C@H:22]([CH2:24][CH3:25])[CH3:23])=[O:19])[CH2:3][C:4]1[CH:9]=[CH:8][C:7]([O:10][CH2:11][C:12]2[CH:17]=[CH:16][CH:15]=[CH:14][CH:13]=2)=[CH:6][CH:5]=1.[C:50]([OH:56])([C:52](F)(F)F)=O.[C:57]([O:60][C:61](=[O:63])[CH3:62])(=O)C, predict the reaction product. The product is: [NH:1]([C:50]([CH3:52])=[O:56])[C@H:2]([C:18]([NH:20][C@H:21]([C:26]([NH:28][C@H:62]([C:61]([O:60][CH3:57])=[O:63])[CH2:7][O:10][CH2:11][C:12]1[CH:17]=[CH:16][CH:15]=[CH:14][CH:13]=1)=[O:27])[C@H:22]([CH2:24][CH3:25])[CH3:23])=[O:19])[CH2:3][C:4]1[CH:5]=[CH:6][C:7]([O:10][CH2:11][C:12]2[CH:17]=[CH:16][CH:15]=[CH:14][CH:13]=2)=[CH:8][CH:9]=1. (2) Given the reactants ClC1C=C(C=CC=1Cl)O[CH:6]1[CH2:11][CH2:10][N:9]([S:12]([C:15]2[C:16]([CH3:22])=[N:17][N:18]([CH3:21])[C:19]=2[CH3:20])(=[O:14])=[O:13])[CH2:8][CH2:7]1.CN1C(C)=C(S(Cl)(=O)=O)C(C)=N1.[Cl:39][C:40]1[CH:41]=[C:42]([C:47](C2CCNCC2)=[O:48])[CH:43]=[CH:44][C:45]=1[Cl:46], predict the reaction product. The product is: [Cl:39][C:40]1[CH:41]=[C:42]([C:47]([CH:6]2[CH2:7][CH2:8][N:9]([S:12]([C:15]3[C:16]([CH3:22])=[N:17][N:18]([CH3:21])[C:19]=3[CH3:20])(=[O:13])=[O:14])[CH2:10][CH2:11]2)=[O:48])[CH:43]=[CH:44][C:45]=1[Cl:46]. (3) Given the reactants [BH4-].[Na+].[NH2:3][C@H:4]([C:10]1[CH:15]=[CH:14][C:13]([C:16]#[N:17])=[CH:12][CH:11]=1)[CH2:5][C:6](OC)=[O:7], predict the reaction product. The product is: [NH2:3][C@H:4]([C:10]1[CH:11]=[CH:12][C:13]([C:16]#[N:17])=[CH:14][CH:15]=1)[CH2:5][CH2:6][OH:7]. (4) Given the reactants [Br:1][CH2:2][CH2:3][O:4][CH3:5].[CH2:6]([P:8]([CH2:11][CH3:12])[CH2:9][CH3:10])[CH3:7].CCCCCC, predict the reaction product. The product is: [Br-:1].[CH2:6]([P+:8]([CH2:11][CH3:12])([CH2:9][CH3:10])[CH2:2][CH2:3][O:4][CH3:5])[CH3:7]. (5) Given the reactants Cl.C[O:3][C:4](=[O:39])[C:5]1[CH:10]=[CH:9][C:8]([CH2:11][O:12][C:13]2[CH:18]=[CH:17][C:16]([CH2:19][C@H:20]([NH2:38])[C:21]3[N:22]([CH2:34][CH2:35][CH2:36][CH3:37])[CH:23]=[C:24]([C:26]4[CH:31]=[CH:30][C:29]([Cl:32])=[CH:28][C:27]=4[Cl:33])[N:25]=3)=[CH:15][CH:14]=2)=[CH:7][CH:6]=1.[C:40](O)(=[O:44])[CH:41]([CH3:43])[CH3:42], predict the reaction product. The product is: [CH2:34]([N:22]1[CH:23]=[C:24]([C:26]2[CH:31]=[CH:30][C:29]([Cl:32])=[CH:28][C:27]=2[Cl:33])[N:25]=[C:21]1[C@@H:20]([NH:38][C:40](=[O:44])[CH:41]([CH3:43])[CH3:42])[CH2:19][C:16]1[CH:17]=[CH:18][C:13]([O:12][CH2:11][C:8]2[CH:9]=[CH:10][C:5]([C:4]([OH:3])=[O:39])=[CH:6][CH:7]=2)=[CH:14][CH:15]=1)[CH2:35][CH2:36][CH3:37]. (6) Given the reactants C(O)(=O)[C:2]1[CH:10]=[CH:9][C:5]([C:6]([OH:8])=O)=[CH:4][CH:3]=1.[OH:13][C:14]1C=CC(C(C2C=CC(O)=CC=2)(C)C)=CC=1.C1OC1, predict the reaction product. The product is: [C:5]1([CH2:6][OH:8])([CH2:14][OH:13])[CH2:4][CH2:3][CH2:2][CH2:10][CH2:9]1. (7) Given the reactants [F:1][CH2:2][CH:3]([N:6]1[CH2:12][CH2:11][C:10]2[CH:13]=[C:14]([NH2:19])[C:15]([O:17][CH3:18])=[CH:16][C:9]=2[CH2:8][CH2:7]1)[CH2:4][F:5].Cl[C:21]1[N:26]=[C:25]([NH:27][C@@H:28]2[CH2:33][CH2:32][CH2:31][CH2:30][C@H:29]2[NH:34][S:35]([CH3:38])(=[O:37])=[O:36])[C:24]([Cl:39])=[CH:23][N:22]=1, predict the reaction product. The product is: [Cl:39][C:24]1[C:25]([NH:27][C@@H:28]2[CH2:33][CH2:32][CH2:31][CH2:30][C@H:29]2[NH:34][S:35]([CH3:38])(=[O:37])=[O:36])=[N:26][C:21]([NH:19][C:14]2[C:15]([O:17][CH3:18])=[CH:16][C:9]3[CH2:8][CH2:7][N:6]([CH:3]([CH2:2][F:1])[CH2:4][F:5])[CH2:12][CH2:11][C:10]=3[CH:13]=2)=[N:22][CH:23]=1. (8) Given the reactants Cl.[C:2]([NH2:10])(=[NH:9])[C:3]1[CH:8]=[CH:7][CH:6]=[CH:5][CH:4]=1.[C:11](OCC)(=[O:18])[CH2:12][C:13](OCC)=[O:14].C1CCN2C(=NCCC2)CC1, predict the reaction product. The product is: [C:3]1([C:2]2[N:10]=[C:13]([OH:14])[CH:12]=[C:11]([OH:18])[N:9]=2)[CH:8]=[CH:7][CH:6]=[CH:5][CH:4]=1.